From a dataset of Drug-target binding data from BindingDB using IC50 measurements. Regression. Given a target protein amino acid sequence and a drug SMILES string, predict the binding affinity score between them. We predict pIC50 (pIC50 = -log10(IC50 in M); higher means more potent). Dataset: bindingdb_ic50. (1) The compound is COC(=O)C1CCCN1C(=O)[C@H](CC(C)C)N[C@@H](C(N)=O)[C@@H](N)Cc1ccccc1. The target protein (Q8VCT3) has sequence MESGGPGNYSAAARRPLHSAQAVDVASASSFRAFEILHLHLDLRAEFGPPGPGPGSRGLSGTATLELRCLLPEGASELRLDSHSCLEVTAATLRRGQPGDQQAPAEPVPFHTQPFSHYGQALCVAFRQPCGAADRFELELTYRVGEGPGVCWLAPEQTAGKKKPFVYTQGQAVLNRAFFPCFDTPAVKCTYSALIEVPDGFTAVMSADTWEKRGPNKFFFQMSHPIPSYLIALAIGDLASAEVGPRSRVWAEPCLIEAAKEEYSGVIEEFLATGEKLFGPYVWGRYDLLFMPPSFPFGGMENPCLTFVTPCLLAGDRSLADVIIHEISHSWFGNLVTNANWGEFWLNEGFTMYAQRRISTILFGAAYTCLEAATGRALLRQHMNVSGEENPLNKLRVKIEPGVDPDDTYNETPYEKGYCFVSYLAHLVGDQDQFDKFLKAYVDEFKFQSILAEDFLEFYLEYFPELKKKGVDSIPGFEFDRWLNTPGWPPYLPDLSPGDS.... The pIC50 is 3.0. (2) The drug is O=C(/C=C/c1ccc(O)c(O)c1)O[C@H]1[C@H](O)C[C@](O)(C(=O)O)C[C@H]1OC(=O)/C=C/c1ccc(O)c(O)c1. The target protein sequence is IPQETGRQTALFLLKLASRWPITHLHTDNGSNFTSQEVKMVAWWIGIEQSFGVPYNPQSQGVVEAMNHHLKNQISRIREQANTVETIVLVAVHCM. The pIC50 is 6.3. (3) The small molecule is C=C1/C(=C/C=C2/CCC[C@@]3(C)C2CCC3[C@H](C)C[C@H]2C[C@](C)(O)C(=O)N2Cc2ccccc2)C[C@@H](O)C[C@@H]1O. The target protein (O42392) has sequence MSELRGSWDEQQQSMAYLPDADMDTVAASTSLPDPAGDFDRNVPRICGVCGDRATGFHFNAMTCEGCKGFFRRSMKRKAMFTCPFNGDCKITKDNRRHCQACRLKRCVDIGMMKEFILTDEEVQRKREMILKRKEEEALKESLKPKLSEEQQKVIDTLLEAHHKTFDTTYSDFNKFRPPVRSKFSSRMATHSSSVVSQDFSSEDSNDVFGSDAFAAFPEPMEPQMFSNLDLSEESDESPSMNIELPHLPMLPHLADLVSYSIQKVIGFAKMIPGFRDLTAEDQIALLKSSAIEVIMLRSNQSFTMEDMSWTCGSNDFKYKVSDVTQAGHSMDLLEPLVKFQVGLKKLNLHEEEHVLLMAICILSPDRPGVQDTSLVESIQDRLSDILQTYIRCRHPPPGSRLLYAKMIQKLADLRSLNEEHSKQYRCLSFQPEHSMQLTPLVLEVFGNEIS. The pIC50 is 8.7. (4) The drug is CCN1CCN(c2c(Cl)cccc2NC(=O)c2ccc(Br)o2)CC1. The target protein sequence is MSKSKVDNQFYSVEVGDSTFTVLKRYQNLKPIGSGAQGIVCAAYDAVLDRNVAIKKLSRPFQNQTHAKRAYRELVLMKCVNHKNIISLLNVFTPQKTLEEFQDVYLVMELMDANLCQVIQMELDHERMSYLLYQMLCGIKHLHSAGIIHRDLKPSNIVVKSDCTLKILDFGLARTAGTSFMMTPYVVTRYYRAPEVILGMGYKENVDIWSVGCIMGEMVRHKILFPGRDYIDQWNKVIEQLGTPCPEFMKKLQPTVRNYVENRPKYAGLTFPKLFPDSLFPADSEHNKLKASQARDLLSKMLVIDPAKRISVDDALQHPYINVWYDPAXXXXXDEREHTIEEWKELIYKEVMNSE. The pIC50 is 6.0. (5) The small molecule is CC(C)NC[C@@H](O)COC(Cn1c2ccccc2c2ccccc21)Cn1c2ccccc2c2ccccc21. The target protein (P13864) has sequence MPARTAPARVPALASPAGSLPDHVRRRLKDLERDGLTEKECVREKLNLLHEFLQTEIKSQLCDLETKLHKEELSEEGYLAKVKSLLNKDLSLENGTHTLTQKANGCPANGSRPTWRAEMADSNRSPRSRPKPRGPRRSKSDSDTLSVETSPSSVATRRTTRQTTITAHFTKGPTKRKPKEESEEGNSAESAAEERDQDKKRRVVDTESGAAAAVEKLEEVTAGTQLGPEEPCEQEDDNRSLRRHTRELSLRRKSKEDPDREARPETHLDEDEDGKKDKRSSRPRSQPRDPAAKRRPKEAEPEQVAPETPEDRDEDEREEKRRKTTRKKLESHTVPVQSRSERKAAQSKSVIPKINSPKCPECGQHLDDPNLKYQQHPEDAVDEPQMLTSEKLSIYDSTSTWFDTYEDSPMHRFTSFSVYCSRGHLCPVDTGLIEKNVELYFSGCAKAIHDENPSMEGGINGKNLGPINQWWLSGFDGGEKVLIGFSTAFAEYILMEPSKE.... The pIC50 is 5.6.